Predict the reactants needed to synthesize the given product. From a dataset of Full USPTO retrosynthesis dataset with 1.9M reactions from patents (1976-2016). (1) Given the product [NH2:1][C:2]1[CH:7]=[CH:6][C:5]([C:8]#[C:9][C:96]2[CH:95]=[C:94]([CH2:93][N:84]([CH2:83][CH2:82][N:81]([CH2:80][C:79]([O:78][C:74]([CH3:76])([CH3:75])[CH3:77])=[O:127])[CH2:119][C:120](=[O:126])[O:121][C:122]([CH3:124])([CH3:123])[CH3:125])[CH2:85][C:86]([O:88][C:89]([CH3:90])([CH3:91])[CH3:92])=[O:87])[N:99]=[C:98]([CH2:100][N:101]([CH2:102][C:103]([O:105][C:106]([CH3:108])([CH3:107])[CH3:109])=[O:104])[CH2:110][C:111]([O:113][C:5]([CH3:8])([CH3:6])[CH3:4])=[O:112])[CH:97]=2)=[CH:4][CH:3]=1, predict the reactants needed to synthesize it. The reactants are: [NH2:1][C:2]1[CH:7]=[CH:6][C:5]([C:8]#[C:9]C2C=C(CN(CCN(CC(OC(C)(C)C)=O)CC(OC(C)(C)C)=O)CC(OC(C)(C)C)=O)N=C(CN(CCN(CC(OC(C)(C)C)=O)CC(OC(C)(C)C)=O)CC(=O)OC(C)(C)C)C=2)=[CH:4][CH:3]=1.[C:74]([O:78][C:79](=[O:127])[CH2:80][N:81]([CH2:119][C:120](=[O:126])[O:121][C:122]([CH3:125])([CH3:124])[CH3:123])[CH2:82][CH2:83][N:84]([CH2:93][C:94]1[N:99]=[C:98]([CH2:100][N:101]([CH2:110][C:111]([O:113]C(C)(C)C)=[O:112])[CH2:102][C:103]([O:105][C:106]([CH3:109])([CH3:108])[CH3:107])=[O:104])[CH:97]=[C:96](Br)[CH:95]=1)[CH2:85][C:86]([O:88][C:89]([CH3:92])([CH3:91])[CH3:90])=[O:87])([CH3:77])([CH3:76])[CH3:75]. (2) Given the product [CH3:14][C:13]1[CH:12]=[CH:11][S:10][C:9]=1[CH2:7][C:6]([OH:15])=[O:5], predict the reactants needed to synthesize it. The reactants are: O.NN.C[O:5][C:6](=[O:15])[C:7]([C:9]1[S:10][CH:11]=[CH:12][C:13]=1[CH3:14])=O.[OH-].[K+].Cl. (3) Given the product [OH:1][C:2]1([CH2:9][NH:10][C:11]([C:13]2[C:14]3[CH:15]=[CH:16][C:17]([N:41]4[CH2:42][CH2:43][CH:39]([N:34]5[CH2:38][CH2:37][CH2:36][CH2:35]5)[CH2:40]4)=[N:18][C:19]=3[CH:20]=[CH:21][C:22]=2[Cl:23])=[O:12])[CH2:7][CH2:6][CH2:5][CH:4]([CH3:8])[CH2:3]1, predict the reactants needed to synthesize it. The reactants are: [OH:1][C:2]1([CH2:9][NH:10][C:11]([C:13]2[C:14]3[CH:15]=[CH:16][C:17](Cl)=[N:18][C:19]=3[CH:20]=[CH:21][C:22]=2[Cl:23])=[O:12])[CH2:7][CH2:6][CH2:5][CH:4]([CH3:8])[CH2:3]1.CCN(C(C)C)C(C)C.[N:34]1([CH:39]2[CH2:43][CH2:42][NH:41][CH2:40]2)[CH2:38][CH2:37][CH2:36][CH2:35]1. (4) Given the product [CH3:7][N:6]1[C:2]([C:17]2[CH:18]=[C:19]3[C:24](=[C:25]([O:27][CH2:28][O:29][CH2:30][CH2:31][Si:32]([CH3:35])([CH3:33])[CH3:34])[CH:26]=2)[N:23]=[CH:22][N:21]([CH2:36][O:37][CH2:38][CH2:39][Si:40]([CH3:43])([CH3:42])[CH3:41])[C:20]3=[O:44])=[CH:3][N:4]=[C:5]1[CH3:8], predict the reactants needed to synthesize it. The reactants are: Br[C:2]1[N:6]([CH3:7])[C:5]([CH3:8])=[N:4][CH:3]=1.CC1(C)C(C)(C)OB([C:17]2[CH:18]=[C:19]3[C:24](=[C:25]([O:27][CH2:28][O:29][CH2:30][CH2:31][Si:32]([CH3:35])([CH3:34])[CH3:33])[CH:26]=2)[N:23]=[CH:22][N:21]([CH2:36][O:37][CH2:38][CH2:39][Si:40]([CH3:43])([CH3:42])[CH3:41])[C:20]3=[O:44])O1.C(=O)([O-])[O-].[K+].[K+].O. (5) Given the product [CH:1]1([CH2:4][N:5]2[C:9]([CH:10]3[CH2:14][CH2:13][O:12][CH2:11]3)=[CH:8][C:7]([C:23]3[CH:24]=[C:25]4[C:17]([CH3:16])=[CH:18][NH:19][C:20]4=[N:21][CH:22]=3)=[N:6]2)[CH2:3][CH2:2]1, predict the reactants needed to synthesize it. The reactants are: [CH:1]1([CH2:4][N:5]2[C:9]([CH:10]3[CH2:14][CH2:13][O:12][CH2:11]3)=[CH:8][C:7](I)=[N:6]2)[CH2:3][CH2:2]1.[CH3:16][C:17]1[C:25]2[C:20](=[N:21][CH:22]=[C:23](B3OC(C)(C)C(C)(C)O3)[CH:24]=2)[NH:19][CH:18]=1.C(=O)([O-])[O-].[Cs+].[Cs+]. (6) Given the product [NH:10]1[CH:14]=[CH:13][N:12]=[C:11]1[CH:18]([C:17]1[CH:20]=[CH:21][CH:22]=[CH:23][C:16]=1[I:15])[OH:19], predict the reactants needed to synthesize it. The reactants are: C([Li])CCC.CN(C[N:10]1[CH:14]=[CH:13][N:12]=[CH:11]1)C.[I:15][C:16]1[CH:23]=[CH:22][CH:21]=[CH:20][C:17]=1[CH:18]=[O:19].Cl. (7) Given the product [NH2:33][C:32]1[CH:31]=[CH:30][C:29]([N:36]2[CH2:41][CH2:40][CH:39]([N:42]([CH3:43])[CH3:44])[CH2:38][CH2:37]2)=[CH:28][C:27]=1[O:26][CH3:25], predict the reactants needed to synthesize it. The reactants are: NC1C=CC(N2CCC[C@H](C(N3CCN(C)CC3)=O)C2)=CC=1OC.[CH3:25][O:26][C:27]1[CH:28]=[C:29]([N:36]2[CH2:41][CH2:40][CH:39]([N:42]([CH3:44])[CH3:43])[CH2:38][CH2:37]2)[CH:30]=[CH:31][C:32]=1[N+:33]([O-])=O.